This data is from Full USPTO retrosynthesis dataset with 1.9M reactions from patents (1976-2016). The task is: Predict the reactants needed to synthesize the given product. (1) The reactants are: [Cl:1][C:2]1[CH:3]=[CH:4][C:5]([O:20][CH2:21][C:22]2[CH:27]=[CH:26][C:25]([F:28])=[CH:24][C:23]=2[F:29])=[C:6]([CH2:8][N:9]2[C:13]([CH3:14])=[CH:12][C:11]([C:15]3[NH:16][CH2:17][CH2:18][N:19]=3)=[N:10]2)[CH:7]=1.CC(OI1(OC(C)=O)(OC(C)=O)OC(=O)C2C=CC=CC1=2)=O. Given the product [Cl:1][C:2]1[CH:3]=[CH:4][C:5]([O:20][CH2:21][C:22]2[CH:27]=[CH:26][C:25]([F:28])=[CH:24][C:23]=2[F:29])=[C:6]([CH2:8][N:9]2[C:13]([CH3:14])=[CH:12][C:11]([C:15]3[NH:19][CH:18]=[CH:17][N:16]=3)=[N:10]2)[CH:7]=1, predict the reactants needed to synthesize it. (2) Given the product [N+:15]([C:5]1[CH:4]=[CH:3][C:2]([N:18]2[CH2:23][CH2:22][CH2:21][CH2:20][CH2:19]2)=[CH:7][C:6]=1[NH:8][C:9]1[CH:14]=[CH:13][CH:12]=[CH:11][CH:10]=1)([O-:17])=[O:16], predict the reactants needed to synthesize it. The reactants are: Br[C:2]1[CH:3]=[CH:4][C:5]([N+:15]([O-:17])=[O:16])=[C:6]([NH:8][C:9]2[CH:14]=[CH:13][CH:12]=[CH:11][CH:10]=2)[CH:7]=1.[NH:18]1[CH2:23][CH2:22][CH2:21][CH2:20][CH2:19]1. (3) Given the product [C:13]1([C:11]([C:9]2[NH:8][C:7]3=[CH:2][N:3]=[CH:4][CH:5]=[C:6]3[CH:10]=2)=[O:12])[CH:14]=[CH:15][CH:16]=[CH:17][CH:18]=1, predict the reactants needed to synthesize it. The reactants are: Cl[C:2]1[N:3]=[CH:4][CH:5]=[C:6]2[CH:10]=[C:9]([C:11]([C:13]3[CH:18]=[CH:17][CH:16]=[CH:15][CH:14]=3)=[O:12])[NH:8][C:7]=12.C(N(CC)CC)C.